This data is from Full USPTO retrosynthesis dataset with 1.9M reactions from patents (1976-2016). The task is: Predict the reactants needed to synthesize the given product. (1) Given the product [CH3:19][N:20]1[CH:24]=[C:23]([S:25]([NH:1][C:2]2[CH:3]=[C:4]([CH:14]=[CH:15][C:16]=2[O:17][CH3:18])[C:5]([NH:7][C:8]2[CH:13]=[CH:12][CH:11]=[CH:10][CH:9]=2)=[O:6])(=[O:27])=[O:26])[N:22]=[CH:21]1, predict the reactants needed to synthesize it. The reactants are: [NH2:1][C:2]1[CH:3]=[C:4]([CH:14]=[CH:15][C:16]=1[O:17][CH3:18])[C:5]([NH:7][C:8]1[CH:13]=[CH:12][CH:11]=[CH:10][CH:9]=1)=[O:6].[CH3:19][N:20]1[CH:24]=[C:23]([S:25](Cl)(=[O:27])=[O:26])[N:22]=[CH:21]1. (2) Given the product [Br:1][C:2]1[C:3]([N+:10]([O-:12])=[O:11])=[CH:4][C:5]([CH3:9])=[N+:6]([O-:8])[CH:7]=1, predict the reactants needed to synthesize it. The reactants are: [Br:1][C:2]1[CH:3]=[CH:4][C:5]([CH3:9])=[N+:6]([O-:8])[CH:7]=1.[N+:10]([O-])([OH:12])=[O:11].S(=O)(=O)(O)O. (3) Given the product [C:1]([O:5][C:6](=[O:19])[NH:7][C:8]1[CH:13]=[C:12]([N:20]2[CH2:24][CH2:23][CH2:22][CH2:21]2)[C:11]([F:15])=[CH:10][C:9]=1[N+:16]([O-:18])=[O:17])([CH3:4])([CH3:3])[CH3:2], predict the reactants needed to synthesize it. The reactants are: [C:1]([O:5][C:6](=[O:19])[NH:7][C:8]1[CH:13]=[C:12](Cl)[C:11]([F:15])=[CH:10][C:9]=1[N+:16]([O-:18])=[O:17])([CH3:4])([CH3:3])[CH3:2].[NH:20]1[CH2:24][CH2:23][CH2:22][CH2:21]1. (4) The reactants are: Br[CH2:2][CH:3]1[CH2:5][CH2:4]1.[OH:6][C@H:7]1[CH2:11][CH2:10][N:9]([C:12]([C:14]2[S:22][C:21]3[C:16](=[N:17][CH:18]=[CH:19][C:20]=3[Cl:23])[CH:15]=2)=[O:13])[CH2:8]1. Given the product [Cl:23][C:20]1[CH:19]=[CH:18][N:17]=[C:16]2[CH:15]=[C:14]([C:12]([N:9]3[CH2:10][CH2:11][C@H:7]([O:6][CH2:2][CH:3]4[CH2:5][CH2:4]4)[CH2:8]3)=[O:13])[S:22][C:21]=12, predict the reactants needed to synthesize it. (5) Given the product [NH2:33][C:32]1[C:31]2[CH:30]=[CH:29][S:28][C:27]=2[NH:26][C:21](=[O:23])[C:20]=1[C:12]1[NH:11][C:15]2[CH:16]=[CH:17][CH:18]=[CH:19][C:14]=2[N:13]=1, predict the reactants needed to synthesize it. The reactants are: [Li+].C[Si]([N-][Si](C)(C)C)(C)C.[NH:11]1[C:15]2[CH:16]=[CH:17][CH:18]=[CH:19][C:14]=2[N:13]=[C:12]1[CH2:20][C:21]([O:23]CC)=O.[NH2:26][C:27]1[S:28][CH:29]=[CH:30][C:31]=1[C:32]#[N:33].